The task is: Predict which catalyst facilitates the given reaction.. This data is from Catalyst prediction with 721,799 reactions and 888 catalyst types from USPTO. (1) Reactant: [C:1]1([NH2:8])[CH:6]=[CH:5][CH:4]=[CH:3][C:2]=1[NH2:7].[C:9]1([C:15]([CH:17]=O)=O)[CH:14]=[CH:13][CH:12]=[CH:11][CH:10]=1. Product: [C:9]1([C:15]2[CH:17]=[N:8][C:1]3[C:2](=[CH:3][CH:4]=[CH:5][CH:6]=3)[N:7]=2)[CH:14]=[CH:13][CH:12]=[CH:11][CH:10]=1. The catalyst class is: 8. (2) Reactant: [C:1](O)(=O)[C:2]#[C:3]C.C[N:8]([CH3:11])[CH:9]=[O:10].C(Cl)(=O)C(Cl)=O.N[C:19]1[CH:20]=[C:21]([CH:38]=[CH:39][C:40]=1F)[O:22][C:23]1[CH:24]=[CH:25][C:26]2[N:27]([CH:29]=[C:30]([NH:32][C:33]([CH:35]3[CH2:37][CH2:36]3)=[O:34])[N:31]=2)[N:28]=1. Product: [C:9]([NH:8][C:11]1[CH:20]=[C:21]([CH:38]=[CH:39][C:40]=1[CH3:19])[O:22][C:23]1[CH:24]=[CH:25][C:26]2[N:27]([CH:29]=[C:30]([NH:32][C:33]([CH:35]3[CH2:36][CH2:37]3)=[O:34])[N:31]=2)[N:28]=1)(=[O:10])[C:1]#[C:2][CH3:3]. The catalyst class is: 722. (3) Reactant: [CH2:1]([N:8]([CH2:20][C:21]1[CH:26]=[CH:25][CH:24]=[CH:23][CH:22]=1)[C:9]1[CH:10]=[CH:11][CH:12]=[C:13]2[C:18]=1[C:17](=[O:19])[NH:16][CH2:15][CH2:14]2)[C:2]1[CH:7]=[CH:6][CH:5]=[CH:4][CH:3]=1.Br[CH2:28][CH2:29][F:30].[H-].[Na+]. Product: [CH2:20]([N:8]([CH2:1][C:2]1[CH:3]=[CH:4][CH:5]=[CH:6][CH:7]=1)[C:9]1[CH:10]=[CH:11][CH:12]=[C:13]2[C:18]=1[C:17](=[O:19])[N:16]([CH2:28][CH2:29][F:30])[CH2:15][CH2:14]2)[C:21]1[CH:26]=[CH:25][CH:24]=[CH:23][CH:22]=1. The catalyst class is: 13. (4) Reactant: [NH2:1][C:2]1[C:10]([N+:11]([O-])=O)=[CH:9][CH:8]=[CH:7][C:3]=1[C:4]([NH2:6])=[O:5].[H][H].NC1C(N)=CC=CC=1C(N)=O.C([O-])(O)=O.[Na+].[Cl:32][C:33]([F:38])([F:37])[C:34](O)=O. Product: [Cl:32][C:33]([F:38])([F:37])[C:34]1[NH:11][C:10]2[CH:9]=[CH:8][CH:7]=[C:3]([C:4]([NH2:6])=[O:5])[C:2]=2[N:1]=1. The catalyst class is: 43.